Dataset: Peptide-MHC class I binding affinity with 185,985 pairs from IEDB/IMGT. Task: Regression. Given a peptide amino acid sequence and an MHC pseudo amino acid sequence, predict their binding affinity value. This is MHC class I binding data. (1) The peptide sequence is QFLKFSLPFPFLYKFLL. The MHC is HLA-A29:02 with pseudo-sequence HLA-A29:02. The binding affinity (normalized) is 0.267. (2) The peptide sequence is KGPDKLQVY. The MHC is HLA-B58:01 with pseudo-sequence HLA-B58:01. The binding affinity (normalized) is 0.0847. (3) The peptide sequence is TVGYMYIMK. The MHC is HLA-B48:01 with pseudo-sequence HLA-B48:01. The binding affinity (normalized) is 0.0847. (4) The peptide sequence is FLKEQGGL. The MHC is HLA-A11:01 with pseudo-sequence HLA-A11:01. The binding affinity (normalized) is 0. (5) The peptide sequence is LETLILLRAFT. The MHC is HLA-B45:01 with pseudo-sequence HLA-B45:01. The binding affinity (normalized) is 0.161. (6) The peptide sequence is GLFTNSSGTQ. The MHC is HLA-A29:02 with pseudo-sequence HLA-A29:02. The binding affinity (normalized) is 0. (7) The peptide sequence is RQGLERALL. The MHC is HLA-B40:01 with pseudo-sequence HLA-B40:01. The binding affinity (normalized) is 0. (8) The MHC is HLA-A33:01 with pseudo-sequence HLA-A33:01. The binding affinity (normalized) is 0.0982. The peptide sequence is SAGFSLWIY. (9) The peptide sequence is APSAARGST. The MHC is HLA-B07:02 with pseudo-sequence HLA-B07:02. The binding affinity (normalized) is 1.00.